Dataset: Forward reaction prediction with 1.9M reactions from USPTO patents (1976-2016). Task: Predict the product of the given reaction. (1) Given the reactants [H-].[Al+3].[Li+].[H-].[H-].[H-].C([O:9][C:10]([C:12]1([CH2:25][C:26]2[CH:31]=[CH:30][C:29]([F:32])=[CH:28][CH:27]=2)[CH2:17][CH2:16][N:15]([C:18]([O:20][C:21]([CH3:24])([CH3:23])[CH3:22])=[O:19])[CH2:14][CH2:13]1)=O)C, predict the reaction product. The product is: [C:21]([O:20][C:18]([N:15]1[CH2:14][CH2:13][C:12]([CH2:25][C:26]2[CH:27]=[CH:28][C:29]([F:32])=[CH:30][CH:31]=2)([CH2:10][OH:9])[CH2:17][CH2:16]1)=[O:19])([CH3:24])([CH3:22])[CH3:23]. (2) Given the reactants [Cl:1][C:2]1[CH:7]=[CH:6][C:5]([C:8]2[NH:9][C:10]3[C:15]([C:16]=2[CH2:17][C:18](O)=[O:19])=[CH:14][CH:13]=[CH:12][CH:11]=3)=[CH:4][C:3]=1[S:21](=[O:30])(=[O:29])[NH:22][CH:23]1[CH2:28][CH2:27][CH2:26][CH2:25][CH2:24]1.Cl.CN(C)CCCN=C=NCC.CN(C1C=CC=CN=1)C.[F:52][C:53]([F:59])([F:58])[S:54]([NH2:57])(=[O:56])=[O:55], predict the reaction product. The product is: [Cl:1][C:2]1[CH:7]=[CH:6][C:5]([C:8]2[NH:9][C:10]3[C:15]([C:16]=2[CH2:17][C:18]([NH:57][S:54]([C:53]([F:59])([F:58])[F:52])(=[O:56])=[O:55])=[O:19])=[CH:14][CH:13]=[CH:12][CH:11]=3)=[CH:4][C:3]=1[S:21]([NH:22][CH:23]1[CH2:24][CH2:25][CH2:26][CH2:27][CH2:28]1)(=[O:30])=[O:29]. (3) The product is: [S:21]1[CH:25]=[C:24]([C:2]2[C:11]3[C:6](=[CH:7][C:8]([O:12][CH3:13])=[CH:9][CH:10]=3)[CH:5]=[C:4]([NH:14][C:15]3[CH:19]=[C:18]([CH3:20])[NH:17][N:16]=3)[N:3]=2)[C:23]2[CH:29]=[CH:30][CH:31]=[CH:32][C:22]1=2. Given the reactants Cl[C:2]1[C:11]2[C:6](=[CH:7][C:8]([O:12][CH3:13])=[CH:9][CH:10]=2)[CH:5]=[C:4]([NH:14][C:15]2[CH:19]=[C:18]([CH3:20])[NH:17][N:16]=2)[N:3]=1.[S:21]1[CH:25]=[C:24](B(O)O)[C:23]2[CH:29]=[CH:30][CH:31]=[CH:32][C:22]1=2, predict the reaction product. (4) The product is: [C:5]1([CH2:4][CH2:3][CH2:2][CH2:1][O:9][C:10]2[CH:18]=[CH:17][C:13]([C:14]([OH:16])=[O:15])=[CH:12][C:11]=2[C:19]([F:20])([F:21])[F:22])[CH:24]=[CH:23][CH:8]=[CH:7][CH:6]=1. Given the reactants [CH2:1]([O:9][C:10]1[CH:18]=[CH:17][C:13]([C:14]([OH:16])=[O:15])=[CH:12][C:11]=1[C:19]([F:22])([F:21])[F:20])[CH2:2][CH2:3][CH2:4][CH2:5][CH2:6][CH2:7][CH3:8].[C:23](#N)[CH3:24].O, predict the reaction product. (5) Given the reactants Br[C:2]1[CH:7]=[CH:6][C:5]([N:8]2[C:12]([C:13]3[CH:18]=[CH:17][CH:16]=[CH:15][CH:14]=3)=[N:11][N:10]=[C:9]2[C:19]2[CH:24]=[CH:23][CH:22]=[CH:21][CH:20]=2)=[CH:4][CH:3]=1.[N:25]1[CH:30]=[CH:29][CH:28]=[C:27](B(O)O)[CH:26]=1.C(=O)([O-])[O-].[Na+].[Na+], predict the reaction product. The product is: [C:19]1([C:9]2[N:8]([C:5]3[CH:6]=[CH:7][C:2]([C:27]4[CH:26]=[N:25][CH:30]=[CH:29][CH:28]=4)=[CH:3][CH:4]=3)[C:12]([C:13]3[CH:14]=[CH:15][CH:16]=[CH:17][CH:18]=3)=[N:11][N:10]=2)[CH:20]=[CH:21][CH:22]=[CH:23][CH:24]=1. (6) Given the reactants [Cl:1][C:2]1[CH:25]=[C:24]([O:26][CH2:27][CH:28]=[C:29]([Cl:31])[Cl:30])[CH:23]=[C:22]([Cl:32])[C:3]=1[O:4][CH2:5][CH2:6][CH2:7][O:8][C:9]1[CH:14]=[CH:13][C:12]([C:15]([C:17]2[CH:21]=[CH:20][O:19][N:18]=2)=O)=[CH:11][CH:10]=1.Cl.[CH2:34]([O:36][NH2:37])[CH3:35], predict the reaction product. The product is: [CH2:34]([O:36][N:37]=[C:15]([C:12]1[CH:13]=[CH:14][C:9]([O:8][CH2:7][CH2:6][CH2:5][O:4][C:3]2[C:2]([Cl:1])=[CH:25][C:24]([O:26][CH2:27][CH:28]=[C:29]([Cl:31])[Cl:30])=[CH:23][C:22]=2[Cl:32])=[CH:10][CH:11]=1)[C:17]1[CH:21]=[CH:20][O:19][N:18]=1)[CH3:35].